Dataset: Full USPTO retrosynthesis dataset with 1.9M reactions from patents (1976-2016). Task: Predict the reactants needed to synthesize the given product. (1) Given the product [C:10]([O:14][C:15]([NH:1][C:2]1[CH:7]=[CH:6][N:5]=[CH:4][CH:3]=1)=[O:16])([CH3:13])([CH3:12])[CH3:11], predict the reactants needed to synthesize it. The reactants are: [NH2:1][C:2]1[CH:7]=[CH:6][N:5]=[CH:4][CH:3]=1.[OH-].[K+].[C:10]([O:14][C:15](O[C:15]([O:14][C:10]([CH3:13])([CH3:12])[CH3:11])=[O:16])=[O:16])([CH3:13])([CH3:12])[CH3:11]. (2) Given the product [CH2:1]([C@@:4]1([CH3:30])[CH2:9][C@H:8]([C:10]2[CH:15]=[CH:14][CH:13]=[C:12]([Cl:16])[CH:11]=2)[C@@H:7]([C:17]2[CH:22]=[CH:21][C:20]([Cl:23])=[CH:19][CH:18]=2)[N:6]([C@@H:24]([CH2:27][CH3:28])[CH2:25][S:43][CH2:42][Si:39]([CH3:41])([CH3:40])[CH3:38])[C:5]1=[O:29])[CH:2]=[CH2:3], predict the reactants needed to synthesize it. The reactants are: [CH2:1]([C@@:4]1([CH3:30])[CH2:9][C@H:8]([C:10]2[CH:15]=[CH:14][CH:13]=[C:12]([Cl:16])[CH:11]=2)[C@@H:7]([C:17]2[CH:22]=[CH:21][C:20]([Cl:23])=[CH:19][CH:18]=2)[N:6]([C@@H:24]([CH2:27][CH3:28])[CH2:25]O)[C:5]1=[O:29])[CH:2]=[CH2:3].C1(S)C=CC=CC=1.[CH3:38][Si:39]([CH2:42][SH:43])([CH3:41])[CH3:40]. (3) Given the product [C:22]([N:19]1[CH2:20][CH2:21][C:16]2[N:15]([CH:43]3[CH2:48][CH2:47][N:46]([C:49]([O:51][C:52]([CH3:55])([CH3:54])[CH3:53])=[O:50])[CH2:45][CH2:44]3)[N:14]=[C:13]([N:10]3[C:11]4[C:6](=[CH:5][C:4]([C:25]5[CH:26]=[N:27][N:28]([CH3:30])[CH:29]=5)=[C:3]([CH:2]([F:1])[F:31])[CH:12]=4)[CH2:7][CH2:8][CH2:9]3)[C:17]=2[CH2:18]1)(=[O:24])[CH3:23], predict the reactants needed to synthesize it. The reactants are: [F:1][CH:2]([F:31])[C:3]1[CH:12]=[C:11]2[C:6]([CH2:7][CH2:8][CH2:9][N:10]2[C:13]2[C:17]3[CH2:18][N:19]([C:22](=[O:24])[CH3:23])[CH2:20][CH2:21][C:16]=3[NH:15][N:14]=2)=[CH:5][C:4]=1[C:25]1[CH:26]=[N:27][N:28]([CH3:30])[CH:29]=1.C([O-])([O-])=O.[Cs+].[Cs+].CS(O[CH:43]1[CH2:48][CH2:47][N:46]([C:49]([O:51][C:52]([CH3:55])([CH3:54])[CH3:53])=[O:50])[CH2:45][CH2:44]1)(=O)=O. (4) Given the product [CH2:17]([O:16][C:14](=[O:15])[CH:13]([NH:1][C:2]1[CH:7]=[CH:6][CH:5]=[C:4]([NH:8][C:9](=[O:11])[CH3:10])[CH:3]=1)[C:19]1[CH:24]=[CH:23][CH:22]=[CH:21][CH:20]=1)[CH3:18], predict the reactants needed to synthesize it. The reactants are: [NH2:1][C:2]1[CH:3]=[C:4]([NH:8][C:9](=[O:11])[CH3:10])[CH:5]=[CH:6][CH:7]=1.Br[CH:13]([C:19]1[CH:24]=[CH:23][CH:22]=[CH:21][CH:20]=1)[C:14]([O:16][CH2:17][CH3:18])=[O:15].CCN(C(C)C)C(C)C. (5) Given the product [F:3][C:4]1[CH:5]=[C:6]([CH:17]([CH3:22])[CH2:18][OH:19])[CH:7]=[CH:8][C:9]=1[C:10]1[CH:11]=[C:12]([OH:16])[CH:13]=[CH:14][CH:15]=1, predict the reactants needed to synthesize it. The reactants are: [BH4-].[Na+].[F:3][C:4]1[CH:5]=[C:6]([CH:17]([CH3:22])[C:18](OC)=[O:19])[CH:7]=[CH:8][C:9]=1[C:10]1[CH:15]=[CH:14][CH:13]=[C:12]([OH:16])[CH:11]=1. (6) Given the product [F:1][C:2]([F:17])([F:18])[CH:3]([C:9]1[CH:14]=[CH:13][CH:12]=[C:11]([O:15][CH3:16])[CH:10]=1)[CH2:4][C:5]([O:7][CH3:8])=[O:6], predict the reactants needed to synthesize it. The reactants are: [F:1][C:2]([F:18])([F:17])/[C:3](/[C:9]1[CH:14]=[CH:13][CH:12]=[C:11]([O:15][CH3:16])[CH:10]=1)=[CH:4]\[C:5]([O:7][CH3:8])=[O:6]. (7) Given the product [O:6]1[C:11]2[CH:12]=[CH:13][C:14]([C:16]3[C:21]([CH3:22])([CH3:23])[CH2:20][CH2:19][CH2:18][C:17]=3[CH:24]([O:29][C:10]([CH3:15])([CH3:11])[CH3:9])[C:25]([O:27][CH3:28])=[O:26])=[CH:15][C:10]=2[CH:9]=[CH:8][CH2:7]1, predict the reactants needed to synthesize it. The reactants are: Cl(O)(=O)(=O)=O.[O:6]1[C:11]2[CH:12]=[CH:13][C:14]([C:16]3[C:21]([CH3:23])([CH3:22])[CH2:20][CH2:19][CH2:18][C:17]=3[CH:24]([OH:29])[C:25]([O:27][CH3:28])=[O:26])=[CH:15][C:10]=2[CH:9]=[CH:8][CH2:7]1. (8) Given the product [F:25][C:22]1[CH:21]=[CH:20][C:19]([C:17]2[O:18][C:14]3[CH:13]=[C:12]([N:31]([CH3:36])[S:32]([CH3:35])(=[O:34])=[O:33])[C:11]([C:8]4[CH:9]=[CH:10][C:5]5[N:6]([C:2]([C:41]6[CH:42]=[CH:43][C:38]([F:37])=[CH:39][CH:40]=6)=[N:3][N:4]=5)[CH:7]=4)=[CH:30][C:15]=3[C:16]=2[C:26]([NH:28][CH3:29])=[O:27])=[CH:24][CH:23]=1, predict the reactants needed to synthesize it. The reactants are: Br[C:2]1[N:6]2[CH:7]=[C:8]([C:11]3[C:12]([N:31]([CH3:36])[S:32]([CH3:35])(=[O:34])=[O:33])=[CH:13][C:14]4[O:18][C:17]([C:19]5[CH:24]=[CH:23][C:22]([F:25])=[CH:21][CH:20]=5)=[C:16]([C:26]([NH:28][CH3:29])=[O:27])[C:15]=4[CH:30]=3)[CH:9]=[CH:10][C:5]2=[N:4][N:3]=1.[F:37][C:38]1[CH:43]=[CH:42][C:41](B(O)O)=[CH:40][CH:39]=1.[O-]P([O-])([O-])=O.[K+].[K+].[K+]. (9) Given the product [C:1]([C:5]1[CH:6]=[CH:7][C:8]([N:11]([C:12]2[CH:21]=[CH:20][C:19]3[C:14](=[CH:15][CH:16]=[CH:17][CH:18]=3)[CH:13]=2)[C:23]2[CH:28]=[CH:27][C:26]([C:29]3[CH:34]=[CH:33][C:32]([C:35]4[CH:40]=[CH:39][C:38]([N:11]([C:8]5[CH:7]=[CH:6][C:5]([C:51]([CH3:52])([CH3:53])[CH3:54])=[CH:10][CH:9]=5)[C:12]5[CH:13]=[CH:14][C:58]6[C:55](=[CH:57][CH:3]=[CH:1][CH:2]=6)[CH:56]=5)=[CH:37][CH:36]=4)=[CH:31][CH:30]=3)=[CH:25][CH:24]=2)=[CH:9][CH:10]=1)([CH3:4])([CH3:2])[CH3:3], predict the reactants needed to synthesize it. The reactants are: [C:1]([C:5]1[CH:10]=[CH:9][C:8]([NH:11][C:12]2[CH:21]=[CH:20][C:19]3[C:14](=[CH:15][CH:16]=[CH:17][CH:18]=3)[CH:13]=2)=[CH:7][CH:6]=1)([CH3:4])([CH3:3])[CH3:2].Br[C:23]1[CH:28]=[CH:27][C:26]([C:29]2[CH:34]=[CH:33][C:32]([C:35]3[CH:40]=[CH:39][C:38](Br)=[CH:37][CH:36]=3)=[CH:31][CH:30]=2)=[CH:25][CH:24]=1.[C:51](P([C:51]([CH3:54])([CH3:53])[CH3:52])[C:51]([CH3:54])([CH3:53])[CH3:52])([CH3:54])([CH3:53])[CH3:52].[C:55]([O-])([CH3:58])([CH3:57])[CH3:56].[K+]. (10) Given the product [C:1]([O:5][C:6]([N:8]1[CH2:13][CH2:12][N:11]([C:14]2[C:19]([Cl:20])=[CH:18][C:17]([C:21](=[O:26])[CH3:30])=[CH:16][N:15]=2)[CH2:10][CH2:9]1)=[O:7])([CH3:4])([CH3:2])[CH3:3], predict the reactants needed to synthesize it. The reactants are: [C:1]([O:5][C:6]([N:8]1[CH2:13][CH2:12][N:11]([C:14]2[C:19]([Cl:20])=[CH:18][C:17]([C:21](=[O:26])N(OC)C)=[CH:16][N:15]=2)[CH2:10][CH2:9]1)=[O:7])([CH3:4])([CH3:3])[CH3:2].C[Mg+].[Br-].[C:30]([O-])(O)=O.[Na+].CCOC(C)=O.